From a dataset of Forward reaction prediction with 1.9M reactions from USPTO patents (1976-2016). Predict the product of the given reaction. (1) Given the reactants [CH3:1][N:2]1[CH2:15][CH2:14][C:5]2[NH:6][C:7]3[CH:8]=[CH:9][C:10]([CH3:13])=[CH:11][C:12]=3[C:4]=2[CH2:3]1.CS(O[CH2:21][C:22]1([C:25]2[CH:30]=[CH:29][N:28]=[CH:27][CH:26]=2)[CH2:24][CH2:23]1)(=O)=O.[OH-].[Na+], predict the reaction product. The product is: [CH3:1][N:2]1[CH2:15][CH2:14][C:5]2[N:6]([CH2:21][C:22]3([C:25]4[CH:30]=[CH:29][N:28]=[CH:27][CH:26]=4)[CH2:24][CH2:23]3)[C:7]3[CH:8]=[CH:9][C:10]([CH3:13])=[CH:11][C:12]=3[C:4]=2[CH2:3]1. (2) Given the reactants [CH3:1][O:2][C:3]1[N:8]=[CH:7][C:6](B(O)O)=[CH:5][N:4]=1.Br[C:13]1[CH:18]=[CH:17][C:16]([C:19]2[O:20][C:21]([CH3:31])=[C:22]([CH2:24][CH2:25][N:26]3[CH2:30][CH2:29][CH2:28][CH2:27]3)[N:23]=2)=[CH:15][CH:14]=1, predict the reaction product. The product is: [CH3:1][O:2][C:3]1[N:8]=[CH:7][C:6]([C:13]2[CH:18]=[CH:17][C:16]([C:19]3[O:20][C:21]([CH3:31])=[C:22]([CH2:24][CH2:25][N:26]4[CH2:27][CH2:28][CH2:29][CH2:30]4)[N:23]=3)=[CH:15][CH:14]=2)=[CH:5][N:4]=1.